This data is from NCI-60 drug combinations with 297,098 pairs across 59 cell lines. The task is: Regression. Given two drug SMILES strings and cell line genomic features, predict the synergy score measuring deviation from expected non-interaction effect. (1) Drug 1: C1CCC(C(C1)N)N.C(=O)(C(=O)[O-])[O-].[Pt+4]. Drug 2: CC(C)CN1C=NC2=C1C3=CC=CC=C3N=C2N. Cell line: HT29. Synergy scores: CSS=44.5, Synergy_ZIP=-3.34, Synergy_Bliss=-5.17, Synergy_Loewe=-6.92, Synergy_HSA=-7.10. (2) Drug 1: CC1C(C(CC(O1)OC2CC(CC3=C2C(=C4C(=C3O)C(=O)C5=C(C4=O)C(=CC=C5)OC)O)(C(=O)C)O)N)O.Cl. Drug 2: C1C(C(OC1N2C=NC3=C(N=C(N=C32)Cl)N)CO)O. Cell line: CAKI-1. Synergy scores: CSS=13.7, Synergy_ZIP=-12.2, Synergy_Bliss=-18.7, Synergy_Loewe=-25.7, Synergy_HSA=-16.6. (3) Cell line: U251. Drug 2: C(CN)CNCCSP(=O)(O)O. Drug 1: CC12CCC(CC1=CCC3C2CCC4(C3CC=C4C5=CN=CC=C5)C)O. Synergy scores: CSS=4.01, Synergy_ZIP=-1.38, Synergy_Bliss=-0.928, Synergy_Loewe=-8.18, Synergy_HSA=-3.27. (4) Drug 1: CC(CN1CC(=O)NC(=O)C1)N2CC(=O)NC(=O)C2. Drug 2: CC1=C(C(=CC=C1)Cl)NC(=O)C2=CN=C(S2)NC3=CC(=NC(=N3)C)N4CCN(CC4)CCO. Cell line: ACHN. Synergy scores: CSS=37.7, Synergy_ZIP=-3.01, Synergy_Bliss=3.35, Synergy_Loewe=5.16, Synergy_HSA=7.98. (5) Drug 1: CCC1(CC2CC(C3=C(CCN(C2)C1)C4=CC=CC=C4N3)(C5=C(C=C6C(=C5)C78CCN9C7C(C=CC9)(C(C(C8N6C)(C(=O)OC)O)OC(=O)C)CC)OC)C(=O)OC)O.OS(=O)(=O)O. Drug 2: CC1=C(C=C(C=C1)C(=O)NC2=CC(=CC(=C2)C(F)(F)F)N3C=C(N=C3)C)NC4=NC=CC(=N4)C5=CN=CC=C5. Cell line: RXF 393. Synergy scores: CSS=-2.72, Synergy_ZIP=1.54, Synergy_Bliss=0.674, Synergy_Loewe=-3.16, Synergy_HSA=-3.25. (6) Drug 1: CCCS(=O)(=O)NC1=C(C(=C(C=C1)F)C(=O)C2=CNC3=C2C=C(C=N3)C4=CC=C(C=C4)Cl)F. Drug 2: C1=NC(=NC(=O)N1C2C(C(C(O2)CO)O)O)N. Cell line: HS 578T. Synergy scores: CSS=5.57, Synergy_ZIP=6.82, Synergy_Bliss=9.87, Synergy_Loewe=0.425, Synergy_HSA=3.50.